This data is from Forward reaction prediction with 1.9M reactions from USPTO patents (1976-2016). The task is: Predict the product of the given reaction. (1) Given the reactants C1C[C@H]2N(C[C@H]3[C@@H]4CCCCN4C[C@@H]2C3)CC1.[Li]C(CC)C.[B:23]([F:26])([F:25])[F:24].[CH3:27][CH2:28][O:29][CH2:30][CH3:31], predict the reaction product. The product is: [B:23]([F:26])([F:25])[F:24].[CH3:27][CH2:28][O:29][CH2:30][CH3:31]. (2) Given the reactants [CH2:1]([O:8][C:9]([NH:11][C@H:12]([CH2:40]O)[CH2:13][O:14][C:15]1[CH:20]=[CH:19][CH:18]=[CH:17][C:16]=1[C:21]1[NH:25][C:24]2[C:26]([CH3:33])=[C:27]([C:29]([O:31][CH3:32])=[O:30])[S:28][C:23]=2[C:22]=1[CH:34]1[CH2:39][CH2:38][CH2:37][CH2:36][CH2:35]1)=[O:10])[C:2]1[CH:7]=[CH:6][CH:5]=[CH:4][CH:3]=1.C1(P(C2C=CC=CC=2)C2C=CC=CC=2)C=CC=CC=1.C([O-])([O-])=O.[K+].[K+].C(Br)(Br)(Br)[Br:68], predict the reaction product. The product is: [CH2:1]([O:8][C:9]([NH:11][C@H:12]([CH2:40][Br:68])[CH2:13][O:14][C:15]1[CH:20]=[CH:19][CH:18]=[CH:17][C:16]=1[C:21]1[NH:25][C:24]2[C:26]([CH3:33])=[C:27]([C:29]([O:31][CH3:32])=[O:30])[S:28][C:23]=2[C:22]=1[CH:34]1[CH2:39][CH2:38][CH2:37][CH2:36][CH2:35]1)=[O:10])[C:2]1[CH:7]=[CH:6][CH:5]=[CH:4][CH:3]=1. (3) Given the reactants [NH2:1][CH:2]([C:7]1[CH:12]=[C:11]([C:13]([F:16])([F:15])[F:14])[CH:10]=[C:9]([C:17]([F:20])([F:19])[F:18])[CH:8]=1)[S:3]([OH:6])(=[O:5])=[O:4].Cl[C:22]([O:24][CH3:25])=[O:23], predict the reaction product. The product is: [F:19][C:17]([F:18])([F:20])[C:9]1[CH:8]=[C:7]([CH:2]([NH:1][C:22]([O:24][CH3:25])=[O:23])[S:3]([OH:6])(=[O:5])=[O:4])[CH:12]=[C:11]([C:13]([F:16])([F:15])[F:14])[CH:10]=1.